From a dataset of Full USPTO retrosynthesis dataset with 1.9M reactions from patents (1976-2016). Predict the reactants needed to synthesize the given product. The reactants are: [Cl:1][C:2]1[CH:11]=[CH:10][C:5]2[NH:6][C:7](=O)[NH:8][C:4]=2[CH:3]=1.[C:12](=[O:15])([O-])[O-].[K+].[K+].IC.[CH:20](Cl)(Cl)Cl. Given the product [Cl:1][C:2]1[CH:11]=[CH:10][C:5]2[N:6]([CH3:20])[C:12](=[O:15])[N:8]([CH3:7])[C:4]=2[CH:3]=1, predict the reactants needed to synthesize it.